This data is from Full USPTO retrosynthesis dataset with 1.9M reactions from patents (1976-2016). The task is: Predict the reactants needed to synthesize the given product. (1) Given the product [N+:8]([C:3]1[CH:4]=[CH:5][CH:6]=[CH:7][C:2]=1[NH:21][C@@H:22]([CH3:25])[CH2:23][OH:24])([O-:10])=[O:9], predict the reactants needed to synthesize it. The reactants are: F[C:2]1[CH:7]=[CH:6][CH:5]=[CH:4][C:3]=1[N+:8]([O-:10])=[O:9].CS(C)=O.C(=O)([O-])[O-].[K+].[K+].[NH2:21][C@@H:22]([CH3:25])[CH2:23][OH:24]. (2) Given the product [CH3:24][O:23][C:21](=[O:22])[C:20]([NH:18][CH:19]=[O:6])=[CH:11][C:10]1[C:13]([F:17])=[CH:14][CH:15]=[CH:16][C:9]=1[Cl:8], predict the reactants needed to synthesize it. The reactants are: [H-].[Na+].C1C[O:6]CC1.[Cl:8][C:9]1[CH:16]=[CH:15][CH:14]=[C:13]([F:17])[C:10]=1[CH:11]=O.[N+:18]([CH2:20][C:21]([O:23][CH3:24])=[O:22])#[C-:19]. (3) Given the product [C:10]([O:18][CH2:19][CH3:20])(=[O:17])[C:11]1[CH:16]=[CH:15][CH:14]=[CH:13][CH:12]=1, predict the reactants needed to synthesize it. The reactants are: C([O-])(=O)C1C=CC=CC=1.[C:10]([O:18][CH2:19][CH2:20]CCCCCCCCCCCCCC(C)C)(=[O:17])[C:11]1[CH:16]=[CH:15][CH:14]=[CH:13][CH:12]=1. (4) Given the product [O:20]=[S:1]1[C:7]2[CH:8]=[CH:9][CH:10]=[CH:11][C:6]=2[CH2:5][N:4]([C:12](=[O:14])[CH3:13])[CH2:3][CH2:2]1, predict the reactants needed to synthesize it. The reactants are: [S:1]1[C:7]2[CH:8]=[CH:9][CH:10]=[CH:11][C:6]=2[CH2:5][N:4]([C:12](=[O:14])[CH3:13])[CH2:3][CH2:2]1.ClC1C=C(C=CC=1)C(OO)=[O:20].